From a dataset of NCI-60 drug combinations with 297,098 pairs across 59 cell lines. Regression. Given two drug SMILES strings and cell line genomic features, predict the synergy score measuring deviation from expected non-interaction effect. (1) Drug 1: CC1=C2C(C(=O)C3(C(CC4C(C3C(C(C2(C)C)(CC1OC(=O)C(C(C5=CC=CC=C5)NC(=O)OC(C)(C)C)O)O)OC(=O)C6=CC=CC=C6)(CO4)OC(=O)C)OC)C)OC. Drug 2: C1CN(CCN1C(=O)CCBr)C(=O)CCBr. Cell line: OVCAR-4. Synergy scores: CSS=26.2, Synergy_ZIP=-5.62, Synergy_Bliss=-5.53, Synergy_Loewe=-56.9, Synergy_HSA=-5.02. (2) Drug 1: C1C(C(OC1N2C=C(C(=O)NC2=O)F)CO)O. Drug 2: CC12CCC3C(C1CCC2O)C(CC4=C3C=CC(=C4)O)CCCCCCCCCS(=O)CCCC(C(F)(F)F)(F)F. Cell line: SF-539. Synergy scores: CSS=28.1, Synergy_ZIP=5.15, Synergy_Bliss=7.65, Synergy_Loewe=-21.9, Synergy_HSA=3.16.